Dataset: Forward reaction prediction with 1.9M reactions from USPTO patents (1976-2016). Task: Predict the product of the given reaction. (1) Given the reactants [H-].[Na+].[C:3]1([C@H:9]([OH:11])[CH3:10])[CH:8]=[CH:7][CH:6]=[CH:5][CH:4]=1.Cl[C:13]1[C:22]2[C:17](=[CH:18][CH:19]=[CH:20][CH:21]=2)[C:16]([C:23]2[C:32]3[C:27](=[CH:28][CH:29]=[C:30]([O:33][CH3:34])[CH:31]=3)[CH:26]=[CH:25][C:24]=2[OH:35])=[N:15][N:14]=1, predict the reaction product. The product is: [CH3:34][O:33][C:30]1[CH:31]=[C:32]2[C:27]([CH:26]=[CH:25][C:24]([OH:35])=[C:23]2[C:16]2[C:17]3[C:22](=[CH:21][CH:20]=[CH:19][CH:18]=3)[C:13]([O:11][C@@H:9]([C:3]3[CH:8]=[CH:7][CH:6]=[CH:5][CH:4]=3)[CH3:10])=[N:14][N:15]=2)=[CH:28][CH:29]=1. (2) Given the reactants [OH:1][C@H:2]1[CH2:21][N:5]2[CH2:6][C@@H:7]([C:17](OC)=[O:18])[N:8]([C:10]([O:12][C:13]([CH3:16])([CH3:15])[CH3:14])=[O:11])[CH2:9][C@H:4]2[CH2:3]1.O.[OH-].[Li+].Cl.Cl.[F:27][C:28]1[CH:37]=[C:36]2[C:31]([C@H:32]([NH2:38])[CH2:33][CH2:34][O:35]2)=[CH:30][CH:29]=1.Cl.C(N=C=NCCCN(C)C)C.ON1C2C=CC=CC=2N=N1.C(N(CC)C(C)C)(C)C, predict the reaction product. The product is: [F:27][C:28]1[CH:37]=[C:36]2[C:31]([C@H:32]([NH:38][C:17]([C@@H:7]3[CH2:6][N:5]4[CH2:21][C@H:2]([OH:1])[CH2:3][C@@H:4]4[CH2:9][N:8]3[C:10]([O:12][C:13]([CH3:14])([CH3:15])[CH3:16])=[O:11])=[O:18])[CH2:33][CH2:34][O:35]2)=[CH:30][CH:29]=1. (3) Given the reactants [NH:1]1[C:5]2=[N:6][CH:7]=[CH:8][CH:9]=[C:4]2[C:3]([CH:10]=[C:11]2[O:15][C:14]([NH:16][C:17]3[CH:22]=[CH:21][C:20]([F:23])=[CH:19][CH:18]=3)=[C:13]([C:24]([O:26][CH3:27])=[O:25])[C:12]2=[O:28])=[CH:2]1.[CH:29]1(CO)[CH2:31][CH2:30]1, predict the reaction product. The product is: [NH:1]1[C:5]2=[N:6][CH:7]=[CH:8][CH:9]=[C:4]2[C:3]([CH:10]=[C:11]2[O:15][C:14]([NH:16][C:17]3[CH:18]=[CH:19][C:20]([F:23])=[CH:21][CH:22]=3)=[C:13]([C:24]([O:26][CH2:27][CH:29]3[CH2:31][CH2:30]3)=[O:25])[C:12]2=[O:28])=[CH:2]1. (4) Given the reactants [CH3:1][S-:2].[Na+].CS(O[CH2:9][C:10]1[CH:15]=[C:14]([N:16]2[CH2:21][CH2:20][O:19][CH2:18][C@H:17]2[CH3:22])[N:13]=[C:12]([Cl:23])[N:11]=1)(=O)=O.ClC1N=C(N2CCOC[C@H]2C)C=C(CCl)N=1.[I-].[Na+], predict the reaction product. The product is: [Cl:23][C:12]1[N:13]=[C:14]([N:16]2[CH2:21][CH2:20][O:19][CH2:18][C@H:17]2[CH3:22])[CH:15]=[C:10]([CH2:9][S:2][CH3:1])[N:11]=1. (5) Given the reactants Br[C:2]1[CH:3]=[CH:4][C:5]([N+:8]([O-:10])=[O:9])=[N:6][CH:7]=1.[NH:11]1[CH2:16][CH2:15][CH:14]([N:17]2[CH2:22][CH2:21][CH2:20][CH2:19][CH2:18]2)[CH2:13][CH2:12]1.C(N(CC)CC)C, predict the reaction product. The product is: [N+:8]([C:5]1[CH:4]=[CH:3][C:2]([N:11]2[CH2:16][CH2:15][CH:14]([N:17]3[CH2:22][CH2:21][CH2:20][CH2:19][CH2:18]3)[CH2:13][CH2:12]2)=[CH:7][N:6]=1)([O-:10])=[O:9].